Dataset: Catalyst prediction with 721,799 reactions and 888 catalyst types from USPTO. Task: Predict which catalyst facilitates the given reaction. (1) The catalyst class is: 20. Product: [C:1]([O:5][C:6]([N:8]([CH3:24])[CH2:9][C@H:10]([C:16]1[CH:21]=[CH:20][C:19]([Cl:22])=[C:18]([F:23])[CH:17]=1)[CH2:11][C:12]([OH:14])=[O:13])=[O:7])([CH3:3])([CH3:4])[CH3:2]. Reactant: [C:1]([O:5][C:6]([N:8]([CH3:24])[CH2:9][C@H:10]([C:16]1[CH:21]=[CH:20][C:19]([Cl:22])=[C:18]([F:23])[CH:17]=1)[CH2:11][C:12]([O:14]C)=[O:13])=[O:7])([CH3:4])([CH3:3])[CH3:2].[Li+].[OH-].Cl. (2) Reactant: F[C:2]1[CH:7]=[C:6]([CH3:8])[CH:5]=[CH:4][N:3]=1.O.[NH2:10][NH2:11]. Product: [NH:10]([C:2]1[CH:7]=[C:6]([CH3:8])[CH:5]=[CH:4][N:3]=1)[NH2:11]. The catalyst class is: 486. (3) Reactant: [CH:1]1([C:6]2([CH2:14][O:15][C:16]3[CH:21]=[CH:20][C:19]([C:22]([CH3:26])([CH3:25])[C:23]#[N:24])=[C:18]([F:27])[CH:17]=3)[CH2:11][C:10](=[O:12])[CH2:9][C:8](=[O:13])[O:7]2)[CH2:5][CH2:4][CH2:3][CH2:2]1.[CH3:28][C:29]1[CH:30]=[N:31][C:32]2[N:33]([N:35]=[C:36]([CH:38]=O)[N:37]=2)[CH:34]=1. Product: [CH:1]1([C:6]2([CH2:14][O:15][C:16]3[CH:21]=[CH:20][C:19]([C:22]([CH3:25])([CH3:26])[C:23]#[N:24])=[C:18]([F:27])[CH:17]=3)[CH2:11][C:10]([OH:12])=[C:9]([CH2:38][C:36]3[N:37]=[C:32]4[N:31]=[CH:30][C:29]([CH3:28])=[CH:34][N:33]4[N:35]=3)[C:8](=[O:13])[O:7]2)[CH2:2][CH2:3][CH2:4][CH2:5]1. The catalyst class is: 5.